This data is from Full USPTO retrosynthesis dataset with 1.9M reactions from patents (1976-2016). The task is: Predict the reactants needed to synthesize the given product. (1) Given the product [C:22]([O:21][C:19]([N:16]1[CH2:17][CH2:18][CH:13]([O:12][C:4]2[CH:3]=[C:2]([C:30]3[CH:31]=[CH:32][C:27]([Cl:26])=[CH:28][CH:29]=3)[CH:11]=[CH:10][C:5]=2[C:6]([O:8][CH3:9])=[O:7])[CH2:14][CH2:15]1)=[O:20])([CH3:25])([CH3:24])[CH3:23], predict the reactants needed to synthesize it. The reactants are: Br[C:2]1[CH:11]=[CH:10][C:5]([C:6]([O:8][CH3:9])=[O:7])=[C:4]([O:12][CH:13]2[CH2:18][CH2:17][N:16]([C:19]([O:21][C:22]([CH3:25])([CH3:24])[CH3:23])=[O:20])[CH2:15][CH2:14]2)[CH:3]=1.[Cl:26][C:27]1[CH:32]=[CH:31][C:30](B(O)O)=[CH:29][CH:28]=1.P([O-])([O-])([O-])=O.[K+].[K+].[K+].O. (2) The reactants are: [C:1]1([CH3:13])[CH:6]=[CH:5][C:4]([O:7][C@@H:8]([CH3:12])[C:9](Cl)=[O:10])=[CH:3][CH:2]=1.[N:14]1[CH:19]=[CH:18][CH:17]=[C:16]([C:20]2[N:24]=[C:23]([CH2:25][NH:26][CH:27]([CH3:29])[CH3:28])[O:22][N:21]=2)[CH:15]=1.C(N(CC)CC)C. Given the product [CH:27]([N:26]([CH2:25][C:23]1[O:22][N:21]=[C:20]([C:16]2[CH:15]=[N:14][CH:19]=[CH:18][CH:17]=2)[N:24]=1)[C:9](=[O:10])[C@@H:8]([O:7][C:4]1[CH:5]=[CH:6][C:1]([CH3:13])=[CH:2][CH:3]=1)[CH3:12])([CH3:29])[CH3:28], predict the reactants needed to synthesize it.